Dataset: Full USPTO retrosynthesis dataset with 1.9M reactions from patents (1976-2016). Task: Predict the reactants needed to synthesize the given product. (1) Given the product [O:1]1[C:5]2[CH:6]=[CH:7][C:8]([C:10]3[CH:11]=[C:12]([C:26]([CH:28]4[CH2:29][CH2:30]4)=[O:27])[CH:13]=[C:14]([OH:16])[CH:15]=3)=[CH:9][C:4]=2[O:3][CH2:2]1, predict the reactants needed to synthesize it. The reactants are: [O:1]1[C:5]2[CH:6]=[CH:7][C:8]([C:10]3[CH:11]=[C:12]([C:26]([CH:28]4[CH2:30][CH2:29]4)=[O:27])[CH:13]=[C:14]([O:16]CC4C=CC(OC)=CC=4)[CH:15]=3)=[CH:9][C:4]=2[O:3][CH2:2]1. (2) The reactants are: [CH2:1]([N:8]1[CH2:14][CH2:13][CH2:12][NH:11][CH2:10][CH2:9]1)[C:2]1[CH:7]=[CH:6][CH:5]=[CH:4][CH:3]=1.Cl[C:16]1[CH:17]=[CH:18][C:19]2[N:20]([C:22]([S:25][CH3:26])=[N:23][N:24]=2)[N:21]=1. Given the product [CH2:1]([N:8]1[CH2:14][CH2:13][CH2:12][N:11]([C:16]2[CH:17]=[CH:18][C:19]3[N:20]([C:22]([S:25][CH3:26])=[N:23][N:24]=3)[N:21]=2)[CH2:10][CH2:9]1)[C:2]1[CH:3]=[CH:4][CH:5]=[CH:6][CH:7]=1, predict the reactants needed to synthesize it. (3) The reactants are: [CH:1]1[CH:20]=[CH:19][C:17](=[O:18])/[C:3](=[CH:4]/[NH:5][CH2:6][CH2:7][NH:8]/[CH:9]=[C:10]2/[CH:11]=[CH:12][CH:13]=[CH:14][C:15]/2=[O:16])/[CH:2]=1.CC([O-])=O.CC([O-])=O.[Cu+2:29]. Given the product [CH:12]1[CH:11]=[C:10]([CH:9]=[N:8][CH2:7][CH2:6][N:5]=[CH:4][C:3]2[C:17]([O-:18])=[CH:19][CH:20]=[CH:1][CH:2]=2)[C:15]([O-:16])=[CH:14][CH:13]=1.[Cu+2:29], predict the reactants needed to synthesize it.